This data is from Forward reaction prediction with 1.9M reactions from USPTO patents (1976-2016). The task is: Predict the product of the given reaction. (1) Given the reactants [OH:1][C:2]1[CH:11]=[C:10]2[C:5]([C:6]([O:12][C:13]3[C:14]([CH3:23])=[N:15][C:16]4[C:21]([CH:22]=3)=[CH:20][CH:19]=[CH:18][N:17]=4)=[CH:7][CH:8]=[N:9]2)=[CH:4][C:3]=1[O:24][CH3:25].C(=O)([O-])[O-].[K+].[K+].[CH2:32]([CH:34]1[O:36][CH2:35]1)Br.O, predict the reaction product. The product is: [CH3:25][O:24][C:3]1[CH:4]=[C:5]2[C:10](=[CH:11][C:2]=1[O:1][CH2:32][CH:34]1[CH2:35][O:36]1)[N:9]=[CH:8][CH:7]=[C:6]2[O:12][C:13]1[C:14]([CH3:23])=[N:15][C:16]2[C:21]([CH:22]=1)=[CH:20][CH:19]=[CH:18][N:17]=2. (2) Given the reactants [F:1][C:2]1[CH:16]=[CH:15][C:5]([CH2:6][NH:7][CH:8]([C:12]([NH2:14])=[O:13])[C:9]([NH2:11])=[O:10])=[CH:4][CH:3]=1.[CH:17](OCC)(OCC)OCC.CC1C=CC(S(O)(=O)=O)=CC=1, predict the reaction product. The product is: [OH:13][C:12]1[N:14]=[CH:17][N:7]([CH2:6][C:5]2[CH:4]=[CH:3][C:2]([F:1])=[CH:16][CH:15]=2)[C:8]=1[C:9]([NH2:11])=[O:10]. (3) Given the reactants C(Cl)(=O)C(Cl)=O.[CH3:7][N:8]([CH3:11])[CH:9]=O.[CH3:12][CH:13](C(O)=O)[C:14](O)=O.[CH3:20][O:21][C:22](=[O:26])[CH2:23][C:24]#[N:25].C[O-].[Na+], predict the reaction product. The product is: [CH3:7][N:8]([CH:9]=[C:13]([CH3:14])[CH:12]=[C:23]([C:24]#[N:25])[C:22]([O:21][CH3:20])=[O:26])[CH3:11]. (4) Given the reactants [CH2:1]([NH:5][C:6]1[N:11]=[C:10]([C:12]2[C:13]([C:22]3[CH:27]=[CH:26][C:25]([F:28])=[CH:24][CH:23]=3)=[N:14][N:15]3[C:20](Cl)=[CH:19][CH:18]=[CH:17][C:16]=23)[CH:9]=[CH:8][N:7]=1)[CH2:2][CH2:3][CH3:4].[CH2:29]([NH2:32])[CH:30]=[CH2:31], predict the reaction product. The product is: [CH2:29]([NH:32][C:20]1[N:15]2[N:14]=[C:13]([C:22]3[CH:27]=[CH:26][C:25]([F:28])=[CH:24][CH:23]=3)[C:12]([C:10]3[CH:9]=[CH:8][N:7]=[C:6]([NH:5][CH2:1][CH2:2][CH2:3][CH3:4])[N:11]=3)=[C:16]2[CH:17]=[CH:18][CH:19]=1)[CH:30]=[CH2:31]. (5) Given the reactants [NH2:1][C:2]1[CH:3]=[N:4][CH:5]=[C:6]([CH3:8])[CH:7]=1.[Li+].C[Si]([N-][Si](C)(C)C)(C)C.[CH3:19][C:20]([O:23][C:24](O[C:24]([O:23][C:20]([CH3:22])([CH3:21])[CH3:19])=[O:25])=[O:25])([CH3:22])[CH3:21], predict the reaction product. The product is: [CH3:8][C:6]1[CH:7]=[C:2]([NH:1][C:24](=[O:25])[O:23][C:20]([CH3:22])([CH3:21])[CH3:19])[CH:3]=[N:4][CH:5]=1. (6) Given the reactants C([N:8]1[C:14]2([CH2:16][CH2:15]2)[CH2:13][CH2:12][N:11]([C:17]2[C:18]3[CH:25]=[CH:24][NH:23][C:19]=3[N:20]=[CH:21][N:22]=2)[CH2:10][CH2:9]1)C1C=CC=CC=1, predict the reaction product. The product is: [CH2:16]1[C:14]2([NH:8][CH2:9][CH2:10][N:11]([C:17]3[C:18]4[CH:25]=[CH:24][NH:23][C:19]=4[N:20]=[CH:21][N:22]=3)[CH2:12][CH2:13]2)[CH2:15]1.